This data is from Catalyst prediction with 721,799 reactions and 888 catalyst types from USPTO. The task is: Predict which catalyst facilitates the given reaction. (1) Reactant: [F:1][C:2]1[CH:3]=[N:4][C:5]([C@@H:8]([NH:10]C(=O)OCCCC)[CH3:9])=[N:6][CH:7]=1.[ClH:18]. Product: [ClH:18].[F:1][C:2]1[CH:3]=[N:4][C:5]([C@@H:8]([NH2:10])[CH3:9])=[N:6][CH:7]=1. The catalyst class is: 135. (2) Reactant: [CH3:1][N:2]1[C@@H:19]2[CH2:20][C:7]3[CH:8]=[CH:9][C:10]([O:22][CH3:23])=[C:11]4[O:12][C@H:13]5[C:14]([CH2:16][CH2:17][C@:18]2([OH:21])[C@:5]5([C:6]=34)[CH2:4][CH2:3]1)=[O:15].O.[ClH:25]. Product: [CH3:1][N:2]1[C@@H:19]2[CH2:20][C:7]3[CH:8]=[CH:9][C:10]([O:22][CH3:23])=[C:11]4[O:12][C@H:13]5[C:14]([CH2:16][CH2:17][C@:18]2([OH:21])[C@:5]5([C:6]=34)[CH2:4][CH2:3]1)=[O:15].[ClH:25]. The catalyst class is: 32. (3) Reactant: [Br:1][C:2]1[CH:7]=[CH:6][N:5]=[C:4]([C:8]([NH:10][C:11]2[CH:15]=[C:14]([C:16]([NH:18][NH2:19])=O)[S:13][CH:12]=2)=[O:9])[CH:3]=1.[CH3:20][N:21]([CH3:24])C=O.CN(C)[C:27](=O)[CH3:28].C1(N)CC1.C(O)(=O)C. Product: [Br:1][C:2]1[CH:7]=[CH:6][N:5]=[C:4]([C:8]([NH:10][C:11]2[CH:15]=[C:14]([C:16]3[N:21]([CH:24]4[CH2:28][CH2:27]4)[CH:20]=[N:19][N:18]=3)[S:13][CH:12]=2)=[O:9])[CH:3]=1. The catalyst class is: 11. (4) The catalyst class is: 401. Product: [CH:3]12[CH2:4][CH:5]([CH:1]=[CH:2]1)[C:6](=[O:15])[CH2:12][C:11]2=[O:10]. Reactant: [CH3:1][CH2:2][CH2:3][CH2:4][CH2:5][CH3:6].C([O:10][CH2:11][CH3:12])(=O)C.C(O)(=[O:15])C. (5) Reactant: [F:1][C:2]([F:26])([F:25])[C:3]1[N:7]2[N:8]=[C:9]([N:12]3[CH2:17][CH2:16][N:15]([C:18]([O:20][C:21]([CH3:24])([CH3:23])[CH3:22])=[O:19])[CH2:14][CH2:13]3)[CH:10]=[CH:11][C:6]2=[N:5][N:4]=1. Product: [F:26][C:2]([F:1])([F:25])[C:3]1[N:7]2[N:8]=[C:9]([N:12]3[CH2:17][CH2:16][N:15]([C:18]([O:20][C:21]([CH3:22])([CH3:24])[CH3:23])=[O:19])[CH2:14][CH2:13]3)[CH2:10][CH2:11][C:6]2=[N:5][N:4]=1. The catalyst class is: 43.